This data is from Forward reaction prediction with 1.9M reactions from USPTO patents (1976-2016). The task is: Predict the product of the given reaction. (1) Given the reactants [NH2:1][C:2]1[CH:3]=[CH:4][C:5]([C:12]#[N:13])=[C:6]([C:8]([F:11])([F:10])[F:9])[CH:7]=1.Cl.[C:15](OCC)(=[O:17])C, predict the reaction product. The product is: [C:12]([C:5]1[CH:4]=[CH:3][C:2]([N:1]=[C:15]=[O:17])=[CH:7][C:6]=1[C:8]([F:9])([F:10])[F:11])#[N:13]. (2) Given the reactants C([Si](C)(C)[O:6][C@@H:7]1[C@@:11]([CH:31]([NH:40][CH2:41][C:42]2[CH:47]=[CH:46][CH:45]=[CH:44][CH:43]=2)[NH:32][CH2:33][C:34]2[CH:39]=[CH:38][CH:37]=[CH:36][CH:35]=2)([CH2:12][O:13][Si](C(C)(C)C)(C2C=CC=CC=2)C2C=CC=CC=2)[O:10][C@@H:9]([N:48]2[CH:56]=[C:54]([CH3:55])[C:52](=[O:53])[NH:51][C:49]2=[O:50])[CH2:8]1)(C)(C)C.[F-].C([N+](CCCC)(CCCC)CCCC)CCC.CO, predict the reaction product. The product is: [C:34]1([CH2:33][NH:32][CH:31]([C@:11]2([CH2:12][OH:13])[O:10][C@@H:9]([N:48]3[CH:56]=[C:54]([CH3:55])[C:52](=[O:53])[NH:51][C:49]3=[O:50])[CH2:8][C@@H:7]2[OH:6])[NH:40][CH2:41][C:42]2[CH:43]=[CH:44][CH:45]=[CH:46][CH:47]=2)[CH:39]=[CH:38][CH:37]=[CH:36][CH:35]=1. (3) The product is: [Si:1]([O:18][CH2:19][C:20]1[C:21]([N:33]2[CH2:38][C@H:37]([CH3:39])[O:36][C@H:35]([CH3:40])[CH2:34]2)=[C:22]([F:32])[C:23]([F:31])=[C:24]([C:26](=[O:30])[C:27]([N:42]([CH3:43])[CH3:41])=[O:29])[CH:25]=1)([C:14]([CH3:17])([CH3:16])[CH3:15])([C:2]1[CH:3]=[CH:4][CH:5]=[CH:6][CH:7]=1)[C:8]1[CH:9]=[CH:10][CH:11]=[CH:12][CH:13]=1. Given the reactants [Si:1]([O:18][CH2:19][C:20]1[C:21]([N:33]2[CH2:38][C@H:37]([CH3:39])[O:36][C@H:35]([CH3:40])[CH2:34]2)=[C:22]([F:32])[C:23]([F:31])=[C:24]([C:26](=[O:30])[C:27]([OH:29])=O)[CH:25]=1)([C:14]([CH3:17])([CH3:16])[CH3:15])([C:8]1[CH:13]=[CH:12][CH:11]=[CH:10][CH:9]=1)[C:2]1[CH:7]=[CH:6][CH:5]=[CH:4][CH:3]=1.[CH3:41][N:42](C(ON1N=NC2C=CC=NC1=2)=[N+](C)C)[CH3:43].F[P-](F)(F)(F)(F)F.C(N(CC)CC)C.CNC, predict the reaction product. (4) Given the reactants [CH3:1][O:2][CH2:3][CH2:4][O:5][CH2:6][CH2:7][OH:8].[H-].[Na+].[I:11][C:12]1[CH:13]=[C:14]2[C:19](=[CH:20][CH:21]=1)[N:18]=[CH:17][C:16]([C:22]#[N:23])=[CH:15]2, predict the reaction product. The product is: [I:11][C:12]1[CH:13]=[C:14]2[C:19](=[CH:20][CH:21]=1)[N:18]=[CH:17][C:16]([C:22]#[N:23])=[C:15]2[O:8][CH2:7][CH2:6][O:5][CH2:4][CH2:3][O:2][CH3:1]. (5) Given the reactants [C:1]1([N:7]2[CH2:12][CH2:11][NH:10][CH2:9][CH2:8]2)[CH:6]=[CH:5][CH:4]=[CH:3][CH:2]=1.Cl[CH2:14][CH2:15][CH2:16]I.C([O-])([O-])=O.[K+].[K+].[CH2:24](O)[CH3:25], predict the reaction product. The product is: [C:1]1([N:7]2[CH2:12][CH2:11][N:10]([CH2:14][CH2:15][CH2:16][N:7]3[CH2:12][CH2:11][N:10]([C:25]4[CH:24]=[CH:3][CH:2]=[CH:1][CH:6]=4)[CH2:9][CH2:8]3)[CH2:9][CH2:8]2)[CH:6]=[CH:5][CH:4]=[CH:3][CH:2]=1. (6) Given the reactants [Cl:1][C:2]1[C:3]([OH:13])=[C:4]([CH:8]=[C:9]([Cl:12])[C:10]=1[OH:11])[C:5](O)=O.S(Cl)([Cl:16])=O, predict the reaction product. The product is: [Cl:1][C:2]1[C:3]([OH:13])=[C:4]([CH:8]=[C:9]([Cl:12])[C:10]=1[OH:11])[CH2:5][Cl:16]. (7) Given the reactants [C:1]([O:5][C:6]([NH:8][C@H:9]1[CH2:13][C@@:12]([CH2:17][O:18][CH2:19][CH3:20])([C:14]([OH:16])=[O:15])[CH:11]=[CH:10]1)=[O:7])([CH3:4])([CH3:3])[CH3:2].[CH2:21](O)C, predict the reaction product. The product is: [C:1]([O:5][C:6]([NH:8][C@H:9]1[CH2:13][C@@:12]([CH2:17][O:18][CH2:19][CH3:20])([C:14]([O:16][CH3:21])=[O:15])[CH:11]=[CH:10]1)=[O:7])([CH3:4])([CH3:3])[CH3:2].